This data is from TCR-epitope binding with 47,182 pairs between 192 epitopes and 23,139 TCRs. The task is: Binary Classification. Given a T-cell receptor sequence (or CDR3 region) and an epitope sequence, predict whether binding occurs between them. (1) The epitope is QIKVRVKMV. The TCR CDR3 sequence is CSARYSYEQYF. Result: 0 (the TCR does not bind to the epitope). (2) The epitope is HLVDFQVTI. The TCR CDR3 sequence is CSVVGAGGLHTEAFF. Result: 0 (the TCR does not bind to the epitope).